From a dataset of Reaction yield outcomes from USPTO patents with 853,638 reactions. Predict the reaction yield, written as a fraction of the theoretical maximum amount of product (1.0 means a 100% yield; for example, 0.34 means a 34% yield). (1) The reactants are [CH3:1][O:2][C:3]1[CH:4]=[C:5]([CH:9]=[CH:10][CH:11]=1)[C:6]([NH2:8])=[O:7].C([O-])([O-])=O.[K+].[K+].[CH2:18]=O.Cl.[N:21]1[CH:26]=[CH:25][CH:24]=[CH:23][C:22]=1[C:27]1[CH2:28][CH2:29][NH:30][CH2:31][CH:32]=1. The catalyst is C(O)C. The product is [N:21]1[CH:26]=[CH:25][CH:24]=[CH:23][C:22]=1[C:27]1[CH2:28][CH2:29][N:30]([CH2:18][NH:8][C:6](=[O:7])[C:5]2[CH:9]=[CH:10][CH:11]=[C:3]([O:2][CH3:1])[CH:4]=2)[CH2:31][CH:32]=1. The yield is 0.490. (2) The reactants are Cl[C:2]1[C:7]2[S:8][C:9]([C:11]3[N:16]=[C:15]([CH2:17][N:18]([CH2:26][CH2:27][O:28][CH3:29])[C:19](=[O:25])[O:20][C:21]([CH3:24])([CH3:23])[CH3:22])[CH:14]=[CH:13][CH:12]=3)=[CH:10][C:6]=2[CH:5]=[CH:4][CH:3]=1.[N+:30]([C:33]1[CH:38]=[CH:37][C:36]([OH:39])=[C:35]([F:40])[CH:34]=1)([O-:32])=[O:31].CCN(CC)CC. The catalyst is C1(OC2C=CC=CC=2)C=CC=CC=1.C1COCC1.CCOC(C)=O. The product is [F:40][C:35]1[CH:34]=[C:33]([N+:30]([O-:32])=[O:31])[CH:38]=[CH:37][C:36]=1[O:39][C:2]1[C:7]2[S:8][C:9]([C:11]3[N:16]=[C:15]([CH2:17][N:18]([CH2:26][CH2:27][O:28][CH3:29])[C:19](=[O:25])[O:20][C:21]([CH3:24])([CH3:23])[CH3:22])[CH:14]=[CH:13][CH:12]=3)=[CH:10][C:6]=2[CH:5]=[CH:4][CH:3]=1. The yield is 0.470. (3) The reactants are [CH3:1][O:2][C:3]1[CH:4]=[C:5](/[C:11](=[CH:14]/[C:15]2[S:16][C:17]([N+:20]([O-])=O)=[CH:18][CH:19]=2)/[C:12]#[N:13])[CH:6]=[CH:7][C:8]=1[O:9][CH3:10].O.O.[Cl-].[Ca+2].[Cl-]. The catalyst is C(O)C.[Zn]. The product is [NH2:20][C:17]1[S:16][C:15](/[CH:14]=[C:11](/[C:5]2[CH:6]=[CH:7][C:8]([O:9][CH3:10])=[C:3]([O:2][CH3:1])[CH:4]=2)\[C:12]#[N:13])=[CH:19][CH:18]=1. The yield is 0.120. (4) The reactants are Cl.[NH2:2][OH:3].CC([O-])=O.[Na+].[C:9]([C:12]1[CH:17]=[C:16]([CH3:18])[C:15]([Br:19])=[CH:14][C:13]=1[OH:20])(=O)[CH3:10].CCO. The catalyst is O. The product is [Br:19][C:15]1[C:16]([CH3:18])=[CH:17][C:12]([CH2:9][CH:10]=[N:2][OH:3])=[C:13]([OH:20])[CH:14]=1. The yield is 0.975. (5) The reactants are [CH2:1]([N:8]1[CH2:37][CH2:36][C:11]2([N:16]3[N:17]=[C:18]([C:22]4[CH:27]=[CH:26][C:25]([O:28][C:29]5[CH:34]=[CH:33][CH:32]=[CH:31][CH:30]=5)=[CH:24][CH:23]=4)[C:19]([C:20]#[N:21])=[C:15]3[NH:14][C:13](=[O:35])[CH2:12]2)[CH2:10][CH2:9]1)[C:2]1[CH:7]=[CH:6][CH:5]=[CH:4][CH:3]=1.[OH2:38]. The catalyst is OP(O)(O)=O. The product is [CH2:1]([N:8]1[CH2:37][CH2:36][C:11]2([N:16]3[N:17]=[C:18]([C:22]4[CH:27]=[CH:26][C:25]([O:28][C:29]5[CH:34]=[CH:33][CH:32]=[CH:31][CH:30]=5)=[CH:24][CH:23]=4)[C:19]([C:20]([NH2:21])=[O:38])=[C:15]3[NH:14][C:13](=[O:35])[CH2:12]2)[CH2:10][CH2:9]1)[C:2]1[CH:7]=[CH:6][CH:5]=[CH:4][CH:3]=1. The yield is 0.348. (6) The reactants are [NH:1]([C:8]1[N:9]([C:24]2[CH:29]=[CH:28][CH:27]=[CH:26][CH:25]=2)[C:10]2[C:15]([C:16](=[O:18])[CH:17]=1)=[C:14]([C:19]([F:22])([F:21])[F:20])[CH:13]=[C:12](Cl)[N:11]=2)[C:2]1[CH:7]=[CH:6][CH:5]=[CH:4][CH:3]=1.[NH:30]1[CH2:35][CH2:34][CH2:33][CH2:32][CH2:31]1.Cl. The catalyst is O1CCOCC1. The product is [NH:1]([C:8]1[N:9]([C:24]2[CH:29]=[CH:28][CH:27]=[CH:26][CH:25]=2)[C:10]2[C:15]([C:16](=[O:18])[CH:17]=1)=[C:14]([C:19]([F:22])([F:21])[F:20])[CH:13]=[C:12]([N:30]1[CH2:35][CH2:34][CH2:33][CH2:32][CH2:31]1)[N:11]=2)[C:2]1[CH:7]=[CH:6][CH:5]=[CH:4][CH:3]=1. The yield is 0.800. (7) The reactants are [CH:1]([C:4]1[CH:9]=[CH:8][C:7]([CH:10]2[C:14]3[C:15]([CH3:35])=[C:16]([NH:26][C:27](=[O:34])OCC(Cl)(Cl)Cl)[C:17]([CH3:25])=[C:18]([C:19]4[CH:24]=[CH:23][CH:22]=[CH:21][CH:20]=4)[C:13]=3[O:12][CH2:11]2)=[CH:6][CH:5]=1)([CH3:3])[CH3:2].[NH2:36][C:37]([CH3:41])([CH3:40])[CH2:38][OH:39]. The catalyst is CCCCCC.C(OCC)(=O)C. The product is [OH:39][CH2:38][C:37]([NH:36][C:27]([NH:26][C:16]1[C:17]([CH3:25])=[C:18]([C:19]2[CH:24]=[CH:23][CH:22]=[CH:21][CH:20]=2)[C:13]2[O:12][CH2:11][CH:10]([C:7]3[CH:8]=[CH:9][C:4]([CH:1]([CH3:2])[CH3:3])=[CH:5][CH:6]=3)[C:14]=2[C:15]=1[CH3:35])=[O:34])([CH3:41])[CH3:40]. The yield is 0.490. (8) The reactants are [Cl:1][C:2]1[CH:7]=[CH:6][CH:5]=[CH:4][C:3]=1[C:8](=O)[CH3:9].[CH3:11][C:12]([S:15]([NH2:17])=[O:16])([CH3:14])[CH3:13].[BH4-].[Na+].CO. The catalyst is C1COCC1.C(O[Ti](OC(C)C)(OC(C)C)OC(C)C)(C)C.O. The product is [Cl:1][C:2]1[CH:7]=[CH:6][CH:5]=[CH:4][C:3]=1[C@H:8]([NH:17][S:15]([C:12]([CH3:14])([CH3:13])[CH3:11])=[O:16])[CH3:9]. The yield is 0.170. (9) The reactants are [Br:1]N1C(=O)CCC1=O.[CH:9]1([O:13][C:14]2[CH:23]=[C:22]([F:24])[C:21]([F:25])=[C:20]3[C:15]=2[CH2:16][CH2:17][C@H:18]([CH3:26])[NH:19]3)[CH2:12][CH2:11][CH2:10]1. The catalyst is C(#N)C.ClCCl. The product is [Br:1][C:23]1[C:14]([O:13][CH:9]2[CH2:10][CH2:11][CH2:12]2)=[C:15]2[C:20](=[C:21]([F:25])[C:22]=1[F:24])[NH:19][C@@H:18]([CH3:26])[CH2:17][CH2:16]2. The yield is 0.810. (10) The reactants are Br[C:2]1[CH:3]=[C:4]([NH:10][C:11]2[CH:19]=[C:14]3[CH2:15][O:16][CH2:17][CH2:18][N:13]3[N:12]=2)[C:5](=[O:9])[N:6]([CH3:8])[CH:7]=1.[B:20]1([B:20]2[O:24][C:23]([CH3:26])([CH3:25])[C:22]([CH3:28])([CH3:27])[O:21]2)[O:24][C:23]([CH3:26])([CH3:25])[C:22]([CH3:28])([CH3:27])[O:21]1.CC([O-])=O.[K+]. The catalyst is O1CCOCC1.C1C=CC(P(C2C=CC=CC=2)[C-]2C=CC=C2)=CC=1.C1C=CC(P(C2C=CC=CC=2)[C-]2C=CC=C2)=CC=1.Cl[Pd]Cl.[Fe+2]. The product is [N:12]1[N:13]2[C:14]([CH2:15][O:16][CH2:17][CH2:18]2)=[CH:19][C:11]=1[NH:10][C:4]1[C:5](=[O:9])[N:6]([CH3:8])[CH:7]=[C:2]([B:20]2[O:24][C:23]([CH3:26])([CH3:25])[C:22]([CH3:28])([CH3:27])[O:21]2)[CH:3]=1. The yield is 0.300.